This data is from Peptide-MHC class I binding affinity with 185,985 pairs from IEDB/IMGT. The task is: Regression. Given a peptide amino acid sequence and an MHC pseudo amino acid sequence, predict their binding affinity value. This is MHC class I binding data. (1) The peptide sequence is KMLRGMPL. The MHC is H-2-Kb with pseudo-sequence H-2-Kb. The binding affinity (normalized) is 0.335. (2) The peptide sequence is FANTEFTLV. The MHC is HLA-A02:06 with pseudo-sequence HLA-A02:06. The binding affinity (normalized) is 0.885. (3) The binding affinity (normalized) is 0. The peptide sequence is LPRPDTRHL. The MHC is HLA-A31:01 with pseudo-sequence HLA-A31:01. (4) The peptide sequence is AINKCVDIFT. The MHC is HLA-A68:02 with pseudo-sequence HLA-A68:02. The binding affinity (normalized) is 0.0230. (5) The peptide sequence is LAYFPVFRFLNGS. The MHC is HLA-B18:01 with pseudo-sequence HLA-B18:01. The binding affinity (normalized) is 0. (6) The peptide sequence is ILQLIRHGR. The MHC is HLA-A31:01 with pseudo-sequence HLA-A31:01. The binding affinity (normalized) is 1.00.